This data is from Reaction yield outcomes from USPTO patents with 853,638 reactions. The task is: Predict the reaction yield, written as a fraction of the theoretical maximum amount of product (1.0 means a 100% yield; for example, 0.34 means a 34% yield). (1) The reactants are [CH2:1]([N:3]([CH2:18]C)[CH2:4][CH2:5][O:6][C:7]1[CH:12]=[CH:11][C:10]([CH:13]([NH2:17])[CH2:14][CH2:15][CH3:16])=[CH:9][CH:8]=1)C.CN(C)CCOC1C=CC(C(=O)CCC)=CC=1. No catalyst specified. The product is [CH3:18][N:3]([CH3:1])[CH2:4][CH2:5][O:6][C:7]1[CH:8]=[CH:9][C:10]([CH:13]([NH2:17])[CH2:14][CH2:15][CH3:16])=[CH:11][CH:12]=1. The yield is 0.730. (2) The reactants are [CH2:1]([O:8][C:9]1[CH:14]=[C:13]([NH:15][C:16]2[N:21]=[C:20]([N:22]3[CH2:27][C@@H:26]([NH:28][C:29]([O:31][C:32]([CH3:35])([CH3:34])[CH3:33])=[O:30])[CH2:25][C@@H:24]([NH:36][C:37]([O:39][C:40]([CH3:43])([CH3:42])[CH3:41])=[O:38])[CH2:23]3)[N:19]=[C:18]([N:44]3[CH2:49][C@@H:48]([NH:50][C:51]([O:53][C:54]([CH3:57])([CH3:56])[CH3:55])=[O:52])[CH2:47][C@@H:46]([NH:58][C:59]([O:61][C:62]([CH3:65])([CH3:64])[CH3:63])=[O:60])[CH2:45]3)[N:17]=2)[CH:12]=[CH:11][C:10]=1[NH2:66])[C:2]1[CH:7]=[CH:6][CH:5]=[CH:4][CH:3]=1.[Cl:67][C:68]1[CH:79]=[CH:78][C:71]2[C:72](=O)[O:73]C(=O)[O:75][C:70]=2[CH:69]=1. The catalyst is CN1C(=O)CCC1.CCOC(C)=O. The product is [CH2:1]([O:8][C:9]1[CH:14]=[C:13]([NH:15][C:16]2[N:21]=[C:20]([N:22]3[CH2:27][C@@H:26]([NH:28][C:29]([O:31][C:32]([CH3:33])([CH3:34])[CH3:35])=[O:30])[CH2:25][C@@H:24]([NH:36][C:37]([O:39][C:40]([CH3:43])([CH3:42])[CH3:41])=[O:38])[CH2:23]3)[N:19]=[C:18]([N:44]3[CH2:45][C@@H:46]([NH:58][C:59]([O:61][C:62]([CH3:65])([CH3:64])[CH3:63])=[O:60])[CH2:47][C@@H:48]([NH:50][C:51]([O:53][C:54]([CH3:57])([CH3:56])[CH3:55])=[O:52])[CH2:49]3)[N:17]=2)[CH:12]=[CH:11][C:10]=1[NH:66][C:72](=[O:73])[C:71]1[CH:78]=[CH:79][C:68]([Cl:67])=[CH:69][C:70]=1[OH:75])[C:2]1[CH:3]=[CH:4][CH:5]=[CH:6][CH:7]=1. The yield is 0.600. (3) The reactants are C([O:7][CH2:8][C:9]([F:15])([F:14])[S:10]([O-:13])(=[O:12])=[O:11])(=O)C(C)(C)C.[C:16]1([I+:22][C:23]2[CH:28]=[CH:27][CH:26]=[CH:25][CH:24]=2)[CH:21]=[CH:20][CH:19]=[CH:18][CH:17]=1.CO.[OH-].[Na+].Cl. The catalyst is C(Cl)(Cl)Cl. The product is [OH:7][CH2:8][C:9]([F:15])([F:14])[S:10]([O-:13])(=[O:12])=[O:11].[C:23]1([I+:22][C:16]2[CH:17]=[CH:18][CH:19]=[CH:20][CH:21]=2)[CH:24]=[CH:25][CH:26]=[CH:27][CH:28]=1. The yield is 0.970. (4) The reactants are [CH3:1][O:2][C:3]1[CH:43]=[CH:42][C:6]([CH2:7][N:8]([CH2:33][C:34]2[CH:39]=[CH:38][C:37]([O:40][CH3:41])=[CH:36][CH:35]=2)[C:9]2[N:14]=[CH:13][C:12]([C:15]3[C:16]4[CH2:29][CH2:28][N:27](C(=O)C)[C:17]=4[N:18]=[C:19]([N:21]4[CH2:26][CH2:25][O:24][CH2:23][CH2:22]4)[N:20]=3)=[CH:11][N:10]=2)=[CH:5][CH:4]=1.Cl. The catalyst is O1CCCC1.[OH-].[Na+]. The product is [CH3:41][O:40][C:37]1[CH:36]=[CH:35][C:34]([CH2:33][N:8]([CH2:7][C:6]2[CH:5]=[CH:4][C:3]([O:2][CH3:1])=[CH:43][CH:42]=2)[C:9]2[N:10]=[CH:11][C:12]([C:15]3[C:16]4[CH2:29][CH2:28][NH:27][C:17]=4[N:18]=[C:19]([N:21]4[CH2:26][CH2:25][O:24][CH2:23][CH2:22]4)[N:20]=3)=[CH:13][N:14]=2)=[CH:39][CH:38]=1. The yield is 0.930. (5) The reactants are [CH3:1][C:2]1[N:7]=[C:6]([C:8]2[N:13]=[CH:12][C:11]3[CH:14]=[N:15][NH:16][C:10]=3[CH:9]=2)[CH:5]=[N:4][CH:3]=1.Br[C:18]1[N:23]=[C:22]([N:24]2[CH2:29][CH2:28][CH2:27][C@H:26]([NH:30][C:31](=[O:37])[O:32][C:33]([CH3:36])([CH3:35])[CH3:34])[CH2:25]2)[C:21](=[O:38])[N:20]([CH3:39])[CH:19]=1.CNCCNC.C(=O)([O-])[O-].[K+].[K+]. The catalyst is O1CCOCC1.[Cu](I)I. The product is [CH3:39][N:20]1[CH:19]=[C:18]([N:16]2[C:10]3[CH:9]=[C:8]([C:6]4[CH:5]=[N:4][CH:3]=[C:2]([CH3:1])[N:7]=4)[N:13]=[CH:12][C:11]=3[CH:14]=[N:15]2)[N:23]=[C:22]([N:24]2[CH2:29][CH2:28][CH2:27][C@H:26]([NH:30][C:31](=[O:37])[O:32][C:33]([CH3:34])([CH3:36])[CH3:35])[CH2:25]2)[C:21]1=[O:38]. The yield is 0.700.